Dataset: Catalyst prediction with 721,799 reactions and 888 catalyst types from USPTO. Task: Predict which catalyst facilitates the given reaction. (1) Reactant: [OH:1][C:2]1[CH:10]=[CH:9][C:8]2[N:7]3[CH2:11][CH2:12][NH:13][C:14](=[O:15])[C:6]3=[CH:5][C:4]=2[CH:3]=1.[CH:16]([N:19]1[CH2:24][CH2:23][CH:22](O)[CH2:21][CH2:20]1)([CH3:18])[CH3:17].C(P(CCCC)CCCC)CCC.N(C(N1CCCCC1)=O)=NC(N1CCCCC1)=O. Product: [CH:16]([N:19]1[CH2:24][CH2:23][CH:22]([O:1][C:2]2[CH:10]=[CH:9][C:8]3[N:7]4[CH2:11][CH2:12][NH:13][C:14](=[O:15])[C:6]4=[CH:5][C:4]=3[CH:3]=2)[CH2:21][CH2:20]1)([CH3:18])[CH3:17]. The catalyst class is: 7. (2) Reactant: O[CH2:2][C:3]1[CH:8]=[CH:7][N:6]2[C:9]([C:12]3[CH:13]=[C:14]([C:18]4[C:19]([C:24]#[N:25])=[CH:20][CH:21]=[CH:22][CH:23]=4)[CH:15]=[CH:16][CH:17]=3)=[CH:10][N:11]=[C:5]2[N:4]=1.C(Br)(Br)(Br)Br.C1(P(C2C=CC=CC=2)C2C=CC=CC=2)C=CC=CC=1.[Na].[NH:51]1[CH:55]=[N:54][CH:53]=[N:52]1. Product: [N:51]1([CH2:2][C:3]2[CH:8]=[CH:7][N:6]3[C:9]([C:12]4[CH:13]=[C:14]([C:18]5[C:19]([C:24]#[N:25])=[CH:20][CH:21]=[CH:22][CH:23]=5)[CH:15]=[CH:16][CH:17]=4)=[CH:10][N:11]=[C:5]3[N:4]=2)[CH:55]=[N:54][CH:53]=[N:52]1. The catalyst class is: 4. (3) Reactant: [CH3:1][C:2]1([CH3:11])[C:6]2[CH:7]=[CH:8][CH:9]=[CH:10][C:5]=2[O:4][CH2:3]1.Cl[S:13]([OH:16])(=[O:15])=[O:14]. Product: [CH3:1][C:2]1([CH3:11])[C:6]2[CH:7]=[C:8]([S:13]([OH:16])(=[O:15])=[O:14])[CH:9]=[CH:10][C:5]=2[O:4][CH2:3]1. The catalyst class is: 4. (4) Reactant: [O:1]=[C:2]1[CH2:7][CH2:6][CH:5]([C:8]([O:10][CH2:11][CH3:12])=[O:9])[CH2:4][CH2:3]1.C1CCCCC1.NS(O)(=O)=O.[CH2:24](O)[CH2:25][OH:26]. Product: [O:26]1[C:2]2([CH2:7][CH2:6][CH:5]([C:8]([O:10][CH2:11][CH3:12])=[O:9])[CH2:4][CH2:3]2)[O:1][CH2:24][CH2:25]1. The catalyst class is: 13. (5) Reactant: CCC([O-])(C)C.[Na+].[C:8]([O:14][C:15]([CH3:18])([CH3:17])[CH3:16])(=[O:13])[CH2:9][C:10]([CH3:12])=[O:11].[F:19][C:20]1[CH:25]=[CH:24][C:23]([N+:26]([O-:28])=[O:27])=[C:22](F)[C:21]=1[F:30].S(=O)(=O)(O)O. Product: [F:30][C:21]1[C:20]([F:19])=[CH:25][CH:24]=[C:23]([N+:26]([O-:28])=[O:27])[C:22]=1[CH:9]([C:10](=[O:11])[CH3:12])[C:8]([O:14][C:15]([CH3:18])([CH3:17])[CH3:16])=[O:13]. The catalyst class is: 11. (6) Reactant: [C:1]([NH:4][C:5]1[S:20][C:8]2[CH2:9][N:10]([C:13]([O:15][C:16]([CH3:19])([CH3:18])[CH3:17])=[O:14])[CH2:11][CH2:12][C:7]=2[C:6]=1[C:21]1[N:22]=[N:23][NH:24][N:25]=1)(=[O:3])[CH3:2].[C:26](=O)([O-])[O-].[K+].[K+].CI. Product: [C:1]([NH:4][C:5]1[S:20][C:8]2[CH2:9][N:10]([C:13]([O:15][C:16]([CH3:19])([CH3:18])[CH3:17])=[O:14])[CH2:11][CH2:12][C:7]=2[C:6]=1[C:21]1[N:22]=[N:23][N:24]([CH3:26])[N:25]=1)(=[O:3])[CH3:2]. The catalyst class is: 204.